This data is from NCI-60 drug combinations with 297,098 pairs across 59 cell lines. The task is: Regression. Given two drug SMILES strings and cell line genomic features, predict the synergy score measuring deviation from expected non-interaction effect. (1) Drug 1: C1CN1C2=NC(=NC(=N2)N3CC3)N4CC4. Drug 2: CC12CCC3C(C1CCC2OP(=O)(O)O)CCC4=C3C=CC(=C4)OC(=O)N(CCCl)CCCl.[Na+]. Cell line: PC-3. Synergy scores: CSS=22.4, Synergy_ZIP=-0.462, Synergy_Bliss=0.840, Synergy_Loewe=-1.73, Synergy_HSA=3.34. (2) Drug 1: CC1OCC2C(O1)C(C(C(O2)OC3C4COC(=O)C4C(C5=CC6=C(C=C35)OCO6)C7=CC(=C(C(=C7)OC)O)OC)O)O. Drug 2: CC1=C(C(=CC=C1)Cl)NC(=O)C2=CN=C(S2)NC3=CC(=NC(=N3)C)N4CCN(CC4)CCO. Cell line: BT-549. Synergy scores: CSS=39.0, Synergy_ZIP=0.0246, Synergy_Bliss=2.09, Synergy_Loewe=2.88, Synergy_HSA=3.39. (3) Drug 1: C1=CC=C(C(=C1)C(C2=CC=C(C=C2)Cl)C(Cl)Cl)Cl. Drug 2: C1C(C(OC1N2C=NC3=C2NC=NCC3O)CO)O. Cell line: T-47D. Synergy scores: CSS=7.76, Synergy_ZIP=-0.863, Synergy_Bliss=1.23, Synergy_Loewe=2.12, Synergy_HSA=2.08. (4) Drug 1: CN1CCC(CC1)COC2=C(C=C3C(=C2)N=CN=C3NC4=C(C=C(C=C4)Br)F)OC. Drug 2: CC12CCC3C(C1CCC2OP(=O)(O)O)CCC4=C3C=CC(=C4)OC(=O)N(CCCl)CCCl.[Na+]. Cell line: KM12. Synergy scores: CSS=-10.3, Synergy_ZIP=-1.41, Synergy_Bliss=-11.3, Synergy_Loewe=-14.2, Synergy_HSA=-14.2.